From a dataset of KCNQ2 potassium channel screen with 302,405 compounds. Binary Classification. Given a drug SMILES string, predict its activity (active/inactive) in a high-throughput screening assay against a specified biological target. (1) The molecule is s1c(nn2c(nnc12)c1cc(ccc1)C)c1c(cccc1)C. The result is 0 (inactive). (2) The drug is S(c1n[nH]c(=O)[nH]c1=O)CC. The result is 0 (inactive). (3) The drug is S(=O)(=O)(Nc1c(Sc2ncc(cc2)C(OC)=O)cccc1)c1ccc(OC)cc1. The result is 0 (inactive). (4) The molecule is Clc1c(Cc2nc(on2)CN2C(CCCC2C)C)cccc1. The result is 0 (inactive). (5) The drug is S1(=O)(=O)CC2N(C(/SC2C1)=N/C(=O)C(C)C)Cc1ccccc1. The result is 0 (inactive). (6) The compound is OC(=O)C(C1C(C1)(C(NC(OCc1ccccc1)=O)c1ccccc1)C)C. The result is 0 (inactive). (7) The compound is Clc1c(ccc(Cl)c1)/C=N\Nc1nc(NCc2ccccc2)nc(N(C)C)n1. The result is 0 (inactive).